From a dataset of Forward reaction prediction with 1.9M reactions from USPTO patents (1976-2016). Predict the product of the given reaction. (1) Given the reactants F[C:2]1[N:7]=[CH:6][C:5]([NH2:8])=[CH:4][CH:3]=1.[NH:9]1[CH:13]=[CH:12][CH:11]=[N:10]1.C(=O)([O-])[O-].[Cs+].[Cs+], predict the reaction product. The product is: [N:9]1([C:2]2[N:7]=[CH:6][C:5]([NH2:8])=[CH:4][CH:3]=2)[CH:13]=[CH:12][CH:11]=[N:10]1. (2) Given the reactants [F:1][C:2]([F:18])([F:17])[C:3]1[CH:4]=[C:5]([CH2:13][C:14]([OH:16])=O)[CH:6]=[C:7]([C:9]([F:12])([F:11])[F:10])[CH:8]=1.[CH3:19][O:20][C:21]1[CH:22]=[C:23]([NH2:33])[CH:24]=[CH:25][C:26]=1[N:27]1[CH:31]=[C:30]([CH3:32])[N:29]=[CH:28]1.CN(C(ON1N=NC2C=CC=CC1=2)=[N+](C)C)C.[B-](F)(F)(F)F.C(OCC)(=O)C, predict the reaction product. The product is: [F:18][C:2]([F:1])([F:17])[C:3]1[CH:4]=[C:5]([CH2:13][C:14]([NH:33][C:23]2[CH:24]=[CH:25][C:26]([N:27]3[CH:31]=[C:30]([CH3:32])[N:29]=[CH:28]3)=[C:21]([O:20][CH3:19])[CH:22]=2)=[O:16])[CH:6]=[C:7]([C:9]([F:10])([F:12])[F:11])[CH:8]=1. (3) Given the reactants [CH3:1][O:2][C:3]1[CH:27]=[CH:26][C:6]([CH2:7][N:8]2[C:16]3[C:11](=[CH:12][C:13]([CH:17]=[C:18]4[S:22][C:21](SC)=[N:20][C:19]4=[O:25])=[CH:14][CH:15]=3)[CH:10]=[N:9]2)=[C:5]([C:28]([F:31])([F:30])[F:29])[CH:4]=1.[NH:32]1[CH2:35][CH2:34][C@H:33]1[C:36]([OH:38])=[O:37], predict the reaction product. The product is: [CH3:1][O:2][C:3]1[CH:27]=[CH:26][C:6]([CH2:7][N:8]2[C:16]3[C:11](=[CH:12][C:13]([CH:17]=[C:18]4[S:22][C:21]([N:32]5[CH2:35][CH2:34][C@H:33]5[C:36]([OH:38])=[O:37])=[N:20][C:19]4=[O:25])=[CH:14][CH:15]=3)[CH:10]=[N:9]2)=[C:5]([C:28]([F:29])([F:30])[F:31])[CH:4]=1. (4) Given the reactants [CH2:1]([Si:4]([CH3:7])([CH3:6])[CH3:5])[CH:2]=[CH2:3].[C:8]([NH:12][C@@H:13]([CH2:18][C:19]([O:21][CH3:22])=[O:20])[C:14]([O:16][CH3:17])=[O:15])(=[O:11])C=C, predict the reaction product. The product is: [CH3:5][Si:4]([CH3:7])([CH3:6])[CH2:1]/[CH:2]=[CH:3]/[C:8]([NH:12][C@@H:13]([CH2:18][C:19]([O:21][CH3:22])=[O:20])[C:14]([O:16][CH3:17])=[O:15])=[O:11]. (5) Given the reactants [CH3:1][O:2][C:3]1[CH:4]=[C:5]2[C:10](=[CH:11][C:12]=1[N+:13]([O-:15])=[O:14])[C:9](=O)[NH:8][CH2:7][CH2:6]2.CO, predict the reaction product. The product is: [CH3:1][O:2][C:3]1[CH:4]=[C:5]2[C:10](=[CH:11][C:12]=1[N+:13]([O-:15])=[O:14])[CH2:9][NH:8][CH2:7][CH2:6]2. (6) Given the reactants Br[C:2]1[CH:7]=[CH:6][C:5]([N:8]2[C:12]3[CH:13]=[CH:14][CH:15]=[CH:16][C:11]=3[N:10]=[C:9]2[CH3:17])=[CH:4][CH:3]=1.[CH:18]1[C:27]2[C:22](=[CH:23][CH:24]=[CH:25][CH:26]=2)[CH:21]=[CH:20][C:19]=1[C:28]1[C:41]2[C:36](=[CH:37][CH:38]=[CH:39][CH:40]=2)[C:35](B(O)O)=[C:34]2[C:29]=1[CH:30]=[CH:31][CH:32]=[CH:33]2.COCCOC.C(=O)([O-])[O-].[Na+].[Na+], predict the reaction product. The product is: [CH:18]1[C:27]2[C:22](=[CH:23][CH:24]=[CH:25][CH:26]=2)[CH:21]=[CH:20][C:19]=1[C:28]1[C:29]2[C:34](=[CH:33][CH:32]=[CH:31][CH:30]=2)[C:35]([C:2]2[CH:7]=[CH:6][C:5]([N:8]3[C:12]4[CH:13]=[CH:14][CH:15]=[CH:16][C:11]=4[N:10]=[C:9]3[CH3:17])=[CH:4][CH:3]=2)=[C:36]2[C:41]=1[CH:40]=[CH:39][CH:38]=[CH:37]2. (7) Given the reactants F[C:2]1[CH:19]=[CH:18][C:5]([O:6][CH2:7][C:8]2[CH:17]=[CH:16][C:15]3[C:10](=[CH:11][CH:12]=[CH:13][CH:14]=3)[N:9]=2)=[CH:4][C:3]=1[N+:20]([O-:22])=[O:21].Cl.[Br:24][C:25]1[CH:32]=[CH:31][C:28]([CH2:29][NH2:30])=[CH:27][CH:26]=1.CCN(C(C)C)C(C)C, predict the reaction product. The product is: [Br:24][C:25]1[CH:32]=[CH:31][C:28]([CH2:29][NH:30][C:2]2[CH:19]=[CH:18][C:5]([O:6][CH2:7][C:8]3[CH:17]=[CH:16][C:15]4[C:10](=[CH:11][CH:12]=[CH:13][CH:14]=4)[N:9]=3)=[CH:4][C:3]=2[N+:20]([O-:22])=[O:21])=[CH:27][CH:26]=1.